From a dataset of Catalyst prediction with 721,799 reactions and 888 catalyst types from USPTO. Predict which catalyst facilitates the given reaction. (1) Reactant: C[O:2][C:3](=O)[C:4]([CH3:11])([CH3:10])[CH2:5][CH2:6][C:7]([OH:9])=[O:8].CC(O)=O.O. Product: [OH:2][CH2:3][C:4]([CH3:11])([CH3:10])[CH2:5][CH2:6][C:7]([OH:9])=[O:8]. The catalyst class is: 1. (2) Reactant: [F:8][C:7]([F:10])([F:9])[C:6](O[C:6](=[O:11])[C:7]([F:10])([F:9])[F:8])=[O:11].[F:14][C:15]1[CH:16]=[C:17]([CH:20]=[CH:21][CH:22]=1)[CH2:18][NH2:19].C(N(CC)CC)C.O. Product: [F:14][C:15]1[CH:16]=[C:17]([CH:20]=[CH:21][CH:22]=1)[CH2:18][NH:19][C:6](=[O:11])[C:7]([F:8])([F:9])[F:10]. The catalyst class is: 13. (3) Reactant: [CH3:1][C:2]1[CH:7]=[C:6]([CH3:8])[CH:5]=[CH:4][C:3]=1[C@@H:9]([NH:16][C:17](=[O:41])[CH2:18][C:19]1[CH:20]=[CH:21][C:22]2[O:26][C:25]([C:27]([C:34]3[CH:39]=[CH:38][N:37]=[CH:36][CH:35]=3)=[CH:28][C:29]([O:31][CH2:32][CH3:33])=[O:30])=[CH:24][C:23]=2[CH:40]=1)[C:10]1[CH:15]=[CH:14][CH:13]=[CH:12][CH:11]=1. Product: [CH3:1][C:2]1[CH:7]=[C:6]([CH3:8])[CH:5]=[CH:4][C:3]=1[C@@H:9]([NH:16][C:17](=[O:41])[CH2:18][C:19]1[CH:20]=[CH:21][C:22]2[O:26][C:25]([CH:27]([C:34]3[CH:39]=[CH:38][N:37]=[CH:36][CH:35]=3)[CH2:28][C:29]([O:31][CH2:32][CH3:33])=[O:30])=[CH:24][C:23]=2[CH:40]=1)[C:10]1[CH:15]=[CH:14][CH:13]=[CH:12][CH:11]=1. The catalyst class is: 50. (4) Reactant: C([NH:9][C:10](=[S:25])[NH:11][C:12]1[CH:17]=[C:16]([CH2:18][C:19]([O:21][CH2:22][CH3:23])=[O:20])[C:15]([Br:24])=[CH:14][N:13]=1)(=O)C1C=CC=CC=1.C(=O)([O-])[O-].[K+].[K+]. Product: [Br:24][C:15]1[C:16]([CH2:18][C:19]([O:21][CH2:22][CH3:23])=[O:20])=[CH:17][C:12]([NH:11][C:10]([NH2:9])=[S:25])=[N:13][CH:14]=1. The catalyst class is: 8.